The task is: Regression. Given two drug SMILES strings and cell line genomic features, predict the synergy score measuring deviation from expected non-interaction effect.. This data is from NCI-60 drug combinations with 297,098 pairs across 59 cell lines. (1) Drug 1: C1=CC(=CC=C1CCCC(=O)O)N(CCCl)CCCl. Drug 2: C1=NNC2=C1C(=O)NC=N2. Cell line: EKVX. Synergy scores: CSS=6.29, Synergy_ZIP=-6.53, Synergy_Bliss=-4.17, Synergy_Loewe=-2.05, Synergy_HSA=-0.466. (2) Synergy scores: CSS=12.5, Synergy_ZIP=-2.86, Synergy_Bliss=-2.67, Synergy_Loewe=-6.33, Synergy_HSA=-3.26. Drug 1: CN(C)N=NC1=C(NC=N1)C(=O)N. Drug 2: C1CN1P(=S)(N2CC2)N3CC3. Cell line: PC-3.